From a dataset of Forward reaction prediction with 1.9M reactions from USPTO patents (1976-2016). Predict the product of the given reaction. (1) The product is: [C:25]([O:24][C:22](=[O:23])[N:18]([CH:19]1[CH2:20][CH2:21]1)[CH2:17][CH:14]1[CH2:13][CH2:12][NH:11][CH2:16][CH2:15]1)([CH3:28])([CH3:26])[CH3:27]. Given the reactants C(OC([N:11]1[CH2:16][CH2:15][CH:14]([CH2:17][N:18]([C:22]([O:24][C:25]([CH3:28])([CH3:27])[CH3:26])=[O:23])[CH:19]2[CH2:21][CH2:20]2)[CH2:13][CH2:12]1)=O)C1C=CC=CC=1, predict the reaction product. (2) Given the reactants [C:1]1([N:7]2[C:11]3[CH:12]=[CH:13][CH:14]=[CH:15][C:10]=3[N:9]=[C:8]2[C@@H:16]([NH2:18])[CH3:17])[CH:6]=[CH:5][CH:4]=[CH:3][CH:2]=1.Cl[C:20]1[C:21]2[CH:28]=[CH:27][NH:26][C:22]=2[N:23]=[CH:24][N:25]=1.C(N(C(C)C)C(C)C)C, predict the reaction product. The product is: [C:1]1([N:7]2[C:11]3[CH:12]=[CH:13][CH:14]=[CH:15][C:10]=3[N:9]=[C:8]2[C@@H:16]([NH:18][C:20]2[C:21]3[CH:28]=[CH:27][NH:26][C:22]=3[N:23]=[CH:24][N:25]=2)[CH3:17])[CH:2]=[CH:3][CH:4]=[CH:5][CH:6]=1. (3) The product is: [CH2:1]([O:3][C:4](=[O:29])[CH2:5][C:6]1[N:7]=[C:8]([NH:11][C:12]([NH:14][C:15]2[CH:20]=[CH:19][C:18]([CH3:21])=[CH:17][C:16]=2[C:22]([CH:24]2[CH2:28][CH2:27][CH2:26][CH2:25]2)=[O:23])=[O:13])[S:9][C:10]=1[Cl:30])[CH3:2]. Given the reactants [CH2:1]([O:3][C:4](=[O:29])[CH2:5][C:6]1[N:7]=[C:8]([NH:11][C:12]([NH:14][C:15]2[CH:20]=[CH:19][C:18]([CH3:21])=[CH:17][C:16]=2[C:22]([CH:24]2[CH2:28][CH2:27][CH2:26][CH2:25]2)=[O:23])=[O:13])[S:9][CH:10]=1)[CH3:2].[Cl:30]N1C(=O)CCC1=O, predict the reaction product. (4) Given the reactants [Cl:1][C:2]1[CH:3]=[N:4][C:5]2[N:6]([N:8]=[C:9]([C:11]([OH:13])=O)[CH:10]=2)[CH:7]=1.[F:14][C:15]1[N:20]=[CH:19][C:18]([C:21]2[N:25]3[CH2:26][CH2:27][NH:28][CH:29]([CH3:30])[C:24]3=[N:23][N:22]=2)=[CH:17][CH:16]=1, predict the reaction product. The product is: [Cl:1][C:2]1[CH:3]=[N:4][C:5]2[N:6]([N:8]=[C:9]([C:11]([N:28]3[CH2:27][CH2:26][N:25]4[C:21]([C:18]5[CH:19]=[N:20][C:15]([F:14])=[CH:16][CH:17]=5)=[N:22][N:23]=[C:24]4[CH:29]3[CH3:30])=[O:13])[CH:10]=2)[CH:7]=1. (5) Given the reactants C([O-])([O-])=O.[K+].[K+].C1C=CC(P(C2C=CC=CC=2)C2C=CC=CC=2)=CC=1.[C:26]([O:30][CH3:31])(=[O:29])[CH:27]=[CH2:28].[C:32]([O:36][C:37](=[O:64])[NH:38][CH2:39][CH2:40][CH2:41][N:42]1[C:51]2[CH:50]=[CH:49][C:48](I)=[CH:47][C:46]=2[C:45]2=[N:53][N:54]([CH:57]3[CH2:62][CH2:61][CH2:60][CH2:59][O:58]3)[C:55]([CH3:56])=[C:44]2[C:43]1=[O:63])([CH3:35])([CH3:34])[CH3:33], predict the reaction product. The product is: [CH3:31][O:30][C:26](=[O:29])[CH:27]=[CH:28][C:48]1[CH:49]=[CH:50][C:51]2[N:42]([CH2:41][CH2:40][CH2:39][NH:38][C:37]([O:36][C:32]([CH3:33])([CH3:34])[CH3:35])=[O:64])[C:43](=[O:63])[C:44]3=[C:55]([CH3:56])[N:54]([CH:57]4[CH2:62][CH2:61][CH2:60][CH2:59][O:58]4)[N:53]=[C:45]3[C:46]=2[CH:47]=1. (6) The product is: [CH3:18][N:17]1[CH2:15][CH2:2][CH2:3][CH2:4]1.[NH2:1][C@H:2]([C:15]([NH2:17])=[O:16])[CH2:3][CH2:4][CH2:5][NH:6][NH:7][C:8]([O:10][C:11]([CH3:12])([CH3:13])[CH3:14])=[O:9]. Given the reactants [NH2:1][C@H:2]([C:15]([NH:17][C:18](OCC1C2C(=CC=CC=2)C2C1=CC=CC=2)=O)=[O:16])[CH2:3][CH2:4][CH2:5][NH:6][NH:7][C:8]([O:10][C:11]([CH3:14])([CH3:13])[CH3:12])=[O:9], predict the reaction product.